From a dataset of Catalyst prediction with 721,799 reactions and 888 catalyst types from USPTO. Predict which catalyst facilitates the given reaction. (1) Reactant: [F:1][C:2]1[CH:7]=[CH:6][C:5]([O:8][CH3:9])=[C:4]([C:10]([C:12]([F:15])([F:14])[F:13])=[CH2:11])[CH:3]=1. Product: [F:1][C:2]1[CH:7]=[CH:6][C:5]([O:8][CH3:9])=[C:4]([CH:10]([CH3:11])[C:12]([F:13])([F:14])[F:15])[CH:3]=1. The catalyst class is: 19. (2) The catalyst class is: 3. Reactant: [OH:1][CH2:2][C:3]1[CH:19]=[CH:18][C:6]2[S:7][CH:8]=[C:9]([C:10]3[CH:15]=[CH:14][C:13]([OH:16])=[CH:12][C:11]=3[CH3:17])[C:5]=2[CH:4]=1.CC1C=CC(S(O[CH2:31][CH2:32][CH2:33][S:34]([CH3:37])(=[O:36])=[O:35])(=O)=O)=CC=1.C([O-])([O-])=O.[K+].[K+]. Product: [OH:1][CH2:2][C:3]1[CH:19]=[CH:18][C:6]2[S:7][CH:8]=[C:9]([C:10]3[CH:15]=[CH:14][C:13]([O:16][CH2:31][CH2:32][CH2:33][S:34]([CH3:37])(=[O:36])=[O:35])=[CH:12][C:11]=3[CH3:17])[C:5]=2[CH:4]=1. (3) Reactant: Cl[CH2:2][O:3][CH2:4][CH2:5][O:6][CH3:7].C(=O)([O-])[O-].[K+].[K+].[Br:14][C:15]1[C:25]([OH:26])=[CH:24][C:18]([C:19]([O:21][CH2:22][CH3:23])=[O:20])=[CH:17][C:16]=1[O:27][CH2:28][CH3:29].CN(C=O)C. Product: [Br:14][C:15]1[C:25]([O:26][CH2:2][O:3][CH2:4][CH2:5][O:6][CH3:7])=[CH:24][C:18]([C:19]([O:21][CH2:22][CH3:23])=[O:20])=[CH:17][C:16]=1[O:27][CH2:28][CH3:29]. The catalyst class is: 84.